From a dataset of Forward reaction prediction with 1.9M reactions from USPTO patents (1976-2016). Predict the product of the given reaction. Given the reactants [Cl:1][C:2]1[CH:3]=[CH:4][C:5]2[N:11]3[C:12]([CH3:15])=[N:13][N:14]=[C:10]3[C@@H:9](C(C)C#N)[O:8][C@H:7]([C:20]3[CH:25]=[CH:24][CH:23]=[C:22]([O:26][CH3:27])[C:21]=3[O:28][CH3:29])[C:6]=2[CH:30]=1.[OH-:31].[Na+].[CH3:33]O.Cl.[CH:36]([OH:39])([CH3:38])C, predict the reaction product. The product is: [Cl:1][C:2]1[CH:3]=[CH:4][C:5]2[N:11]3[C:12]([CH3:15])=[N:13][N:14]=[C:10]3[C@@H:9]([CH2:33][CH2:38][C:36]([OH:39])=[O:31])[O:8][C@H:7]([C:20]3[CH:25]=[CH:24][CH:23]=[C:22]([O:26][CH3:27])[C:21]=3[O:28][CH3:29])[C:6]=2[CH:30]=1.